From a dataset of Forward reaction prediction with 1.9M reactions from USPTO patents (1976-2016). Predict the product of the given reaction. The product is: [CH3:31][O:30][C:28]1[CH:27]=[C:26]([O:32][CH3:33])[CH:23]=[C:22]([O:21][CH3:20])[C:29]=1[CH:12]=[CH:11][S:8]([NH:7][C:6]1[CH:15]=[CH:16][C:3]([O:2][CH3:1])=[C:4]([N+:17]([O-:19])=[O:18])[CH:5]=1)(=[O:10])=[O:9]. Given the reactants [CH3:1][O:2][C:3]1[CH:16]=[CH:15][C:6]([NH:7][S:8]([CH2:11][C:12](O)=O)(=[O:10])=[O:9])=[CH:5][C:4]=1[N+:17]([O-:19])=[O:18].[CH3:20][O:21][C:22]1[CH:29]=[C:28]([O:30][CH3:31])[CH:27]=[C:26]([O:32][CH3:33])[C:23]=1C=O.C(N)C1C=CC=CC=1.C(OCC)(=O)C, predict the reaction product.